This data is from Full USPTO retrosynthesis dataset with 1.9M reactions from patents (1976-2016). The task is: Predict the reactants needed to synthesize the given product. (1) Given the product [CH3:24][N:25]([CH3:26])[C:11]1[CH:10]=[C:9]2[C:4]([C:5](=[O:23])[C:6]([C:21]#[N:22])=[CH:7][N:8]2[CH2:13][C:14]2[CH:15]=[CH:16][C:17]([F:20])=[CH:18][CH:19]=2)=[CH:3][C:2]=1[F:1], predict the reactants needed to synthesize it. The reactants are: [F:1][C:2]1[CH:3]=[C:4]2[C:9](=[CH:10][C:11]=1F)[N:8]([CH2:13][C:14]1[CH:19]=[CH:18][C:17]([F:20])=[CH:16][CH:15]=1)[CH:7]=[C:6]([C:21]#[N:22])[C:5]2=[O:23].[CH3:24][NH:25][CH3:26]. (2) Given the product [CH2:1]([N:8]1[C:9](=[O:18])[C:10]2[CH:15]=[C:14]([Br:16])[CH:13]=[CH:12][C:11]=2[O:21][CH2:20][CH2:19]1)[C:2]1[CH:7]=[CH:6][CH:5]=[CH:4][CH:3]=1, predict the reactants needed to synthesize it. The reactants are: [CH2:1]([N:8]([CH2:19][CH2:20][OH:21])[C:9](=[O:18])[C:10]1[CH:15]=[C:14]([Br:16])[CH:13]=[CH:12][C:11]=1F)[C:2]1[CH:7]=[CH:6][CH:5]=[CH:4][CH:3]=1.[H-].[Na+]. (3) Given the product [CH3:1][O:2][C:3](=[O:7])[C:4]([CH3:6])([CH3:5])[CH:17]([OH:18])[C:16]1[CH:19]=[CH:20][CH:21]=[CH:22][C:15]=1[N+:12]([O-:14])=[O:13], predict the reactants needed to synthesize it. The reactants are: [CH3:1][O:2][C:3]([O:7][Si](C)(C)C)=[C:4]([CH3:6])[CH3:5].[N+:12]([C:15]1[CH:22]=[CH:21][CH:20]=[CH:19][C:16]=1[CH:17]=[O:18])([O-:14])=[O:13]. (4) Given the product [F:41][C:42]1[CH:47]=[CH:46][C:45]([O:48][C:49](=[O:65])[N:50]([C@@H:52]2[C@@H:56]([C:57]3[CH:62]=[CH:61][C:60]([Cl:63])=[C:59]([Cl:64])[CH:58]=3)[CH2:55][N:54]([C:7]([CH:4]3[CH2:3][CH2:2][O:1][CH2:6][CH2:5]3)=[O:9])[CH2:53]2)[CH3:51])=[CH:44][CH:43]=1, predict the reactants needed to synthesize it. The reactants are: [O:1]1[CH2:6][CH2:5][CH:4]([C:7]([OH:9])=O)[CH2:3][CH2:2]1.F[B-](F)(F)F.N1(OC(N(C)C)=[N+](C)C)C2C=CC=CC=2N=N1.C(N(CC)C(C)C)(C)C.[F:41][C:42]1[CH:47]=[CH:46][C:45]([O:48][C:49](=[O:65])[N:50]([C@@H:52]2[C@@H:56]([C:57]3[CH:62]=[CH:61][C:60]([Cl:63])=[C:59]([Cl:64])[CH:58]=3)[CH2:55][NH:54][CH2:53]2)[CH3:51])=[CH:44][CH:43]=1. (5) Given the product [OH:2][CH:1]([C@H:3]1[CH2:7][O:6][C:5]([CH3:9])([CH3:8])[N:4]1[C:10]([O:12][C:13]([CH3:16])([CH3:15])[CH3:14])=[O:11])[CH3:17], predict the reactants needed to synthesize it. The reactants are: [CH:1]([C@H:3]1[CH2:7][O:6][C:5]([CH3:9])([CH3:8])[N:4]1[C:10]([O:12][C:13]([CH3:16])([CH3:15])[CH3:14])=[O:11])=[O:2].[CH3:17][Mg]Br. (6) Given the product [Br:1][C:2]1[N:3]=[C:4]([N:8]([CH2:18][C:19]2[CH:24]=[C:23]([CH2:33][CH3:34])[CH:22]=[CH:21][C:20]=2[F:32])[C:9]2[CH:17]=[CH:16][C:12]([C:13]#[N:14])=[CH:11][CH:10]=2)[N:5]([CH3:7])[CH:6]=1, predict the reactants needed to synthesize it. The reactants are: [Br:1][C:2]1[N:3]=[C:4]([N:8]([CH2:18][C:19]2[CH:24]=[C:23](OCC)[CH:22]=[C:21](OC(C)C)[C:20]=2[F:32])[C:9]2[CH:17]=[CH:16][C:12]([C:13](N)=[NH:14])=[CH:11][CH:10]=2)[N:5]([CH3:7])[CH:6]=1.[CH2:33](C1C=CC(F)=C(C=1)C=CC1C=CC(C#N)=CC=1)[CH3:34].BrC1N=CN(C)C=1.